Dataset: Catalyst prediction with 721,799 reactions and 888 catalyst types from USPTO. Task: Predict which catalyst facilitates the given reaction. (1) The catalyst class is: 56. Reactant: [CH3:1][C:2]1([CH3:19])[C:7](=[O:8])[CH2:6][CH2:5][N:4]([S:9]([C:12]2[CH:18]=[CH:17][C:15]([CH3:16])=[CH:14][CH:13]=2)(=[O:11])=[O:10])[CH2:3]1.[Br-:20].[Br-].[Br-].C([N+](CCCC)(CCCC)CCCC)CCC.C([N+](CCCC)(CCCC)CCCC)CCC.C([N+](CCCC)(CCCC)CCCC)CCC. Product: [Br:20][CH:6]1[CH2:5][N:4]([S:9]([C:12]2[CH:13]=[CH:14][C:15]([CH3:16])=[CH:17][CH:18]=2)(=[O:11])=[O:10])[CH2:3][C:2]([CH3:19])([CH3:1])[C:7]1=[O:8]. (2) Reactant: [CH2:1]([O:3][C:4]1[CH:26]=[CH:25][C:7]([C:8]([NH:10][CH2:11][CH2:12][NH:13][C:14]([C:16]2[C:17]([C:21]([F:24])([F:23])[F:22])=[N:18][NH:19][CH:20]=2)=[O:15])=[O:9])=[CH:6][CH:5]=1)[CH3:2].CN[C@@H]1CCCC[C@H]1NC.C(=O)([O-])[O-].[K+].[K+].Br[C:44]1[N:49]=[CH:48][CH:47]=[CH:46][N:45]=1. Product: [CH2:1]([O:3][C:4]1[CH:5]=[CH:6][C:7]([C:8]([NH:10][CH2:11][CH2:12][NH:13][C:14]([C:16]2[C:17]([C:21]([F:22])([F:23])[F:24])=[N:18][N:19]([C:44]3[N:49]=[CH:48][CH:47]=[CH:46][N:45]=3)[CH:20]=2)=[O:15])=[O:9])=[CH:25][CH:26]=1)[CH3:2]. The catalyst class is: 205. (3) Reactant: [Br:1]Br.C1(P(C2C=CC=CC=2)C2C=CC=CC=2)C=CC=CC=1.[C:22]1([C:28]2[S:29][CH:30]=[C:31]([CH2:33]O)[N:32]=2)[CH:27]=[CH:26][CH:25]=[CH:24][CH:23]=1. The catalyst class is: 2. Product: [Br:1][CH2:33][C:31]1[N:32]=[C:28]([C:22]2[CH:27]=[CH:26][CH:25]=[CH:24][CH:23]=2)[S:29][CH:30]=1. (4) Reactant: [Cl:1][C:2]1[CH:7]=[CH:6][C:5]([C:8]2[C:13]([CH:14]([CH2:19][CH2:20][CH3:21])[C:15]([O:17]C)=[O:16])=[C:12]([CH3:22])[N:11]=[C:10]([C:23]3[CH:28]=[CH:27][CH:26]=[CH:25][CH:24]=3)[N:9]=2)=[CH:4][CH:3]=1.[OH-].[Na+]. Product: [Cl:1][C:2]1[CH:3]=[CH:4][C:5]([C:8]2[C:13]([CH:14]([CH2:19][CH2:20][CH3:21])[C:15]([OH:17])=[O:16])=[C:12]([CH3:22])[N:11]=[C:10]([C:23]3[CH:24]=[CH:25][CH:26]=[CH:27][CH:28]=3)[N:9]=2)=[CH:6][CH:7]=1. The catalyst class is: 5. (5) Reactant: [Cl:1][C:2]1[CH:7]=[CH:6][C:5]([C:8]2[N:9]([CH2:14][CH:15]([OH:20])[C:16]([F:19])([F:18])[F:17])[C:10](=[O:13])[NH:11][N:12]=2)=[CH:4][CH:3]=1.Br[CH2:22][C:23]#[CH:24].C(=O)([O-])[O-].[K+].[K+].O. Product: [Cl:1][C:2]1[CH:7]=[CH:6][C:5]([C:8]2[N:9]([CH2:14][CH:15]([OH:20])[C:16]([F:18])([F:19])[F:17])[C:10](=[O:13])[N:11]([CH2:24][C:23]#[CH:22])[N:12]=2)=[CH:4][CH:3]=1. The catalyst class is: 10. (6) Reactant: CCN(C(C)C)C(C)C.[CH3:10][C:11]([O:14][C:15]([NH:17][C@H:18]([CH2:22][CH3:23])[C:19]([OH:21])=O)=[O:16])([CH3:13])[CH3:12].CN(C(ON1N=NC2C=CC=CC1=2)=[N+](C)C)C.[B-](F)(F)(F)F.[CH2:46]([CH:48]1[C:52]2[C:53]([O:57][C:58]3[N:63]=[CH:62][C:61]([NH2:64])=[CH:60][CH:59]=3)=[CH:54][CH:55]=[CH:56][C:51]=2[CH2:50][O:49]1)[CH3:47]. Product: [CH2:46]([CH:48]1[C:52]2[C:53]([O:57][C:58]3[N:63]=[CH:62][C:61]([NH:64][C:19]([C@H:18]([NH:17][C:15](=[O:16])[O:14][C:11]([CH3:10])([CH3:12])[CH3:13])[CH2:22][CH3:23])=[O:21])=[CH:60][CH:59]=3)=[CH:54][CH:55]=[CH:56][C:51]=2[CH2:50][O:49]1)[CH3:47]. The catalyst class is: 9.